Dataset: Catalyst prediction with 721,799 reactions and 888 catalyst types from USPTO. Task: Predict which catalyst facilitates the given reaction. (1) Reactant: [Cl:1][C:2]1[CH:10]=[CH:9][C:8]([S:11](=[O:17])(=[O:16])[NH:12][CH:13]2[CH2:15][CH2:14]2)=[CH:7][C:3]=1[C:4]([NH2:6])=[O:5].C(Cl)(=O)[C:19](Cl)=[O:20]. Product: [Cl:1][C:2]1[CH:10]=[CH:9][C:8]([S:11](=[O:17])(=[O:16])[NH:12][CH:13]2[CH2:14][CH2:15]2)=[CH:7][C:3]=1[C:4]([N:6]=[C:19]=[O:20])=[O:5]. The catalyst class is: 344. (2) Reactant: [O:1]=[S:2]1(=[O:16])[CH2:6][CH2:5][CH2:4][N:3]1[C:7]1[CH:15]=[CH:14][C:10]([C:11]([OH:13])=O)=[CH:9][CH:8]=1.Cl.[NH:18]1[CH2:23][CH2:22][CH:21]([C:24]([C:26]2[CH:31]=[CH:30][C:29]([CH3:32])=[CH:28][CH:27]=2)=[O:25])[CH2:20][CH2:19]1.ON1C2C=CC=CC=2N=N1.Cl.C(N=C=NCCCN(C)C)C.C(=O)([O-])O.[Na+]. Product: [O:16]=[S:2]1(=[O:1])[CH2:6][CH2:5][CH2:4][N:3]1[C:7]1[CH:8]=[CH:9][C:10]([C:11]([N:18]2[CH2:23][CH2:22][CH:21]([C:24](=[O:25])[C:26]3[CH:27]=[CH:28][C:29]([CH3:32])=[CH:30][CH:31]=3)[CH2:20][CH2:19]2)=[O:13])=[CH:14][CH:15]=1. The catalyst class is: 289. (3) Reactant: [C:1]([C:3]1[CH:8]=[CH:7][C:6]([N:9]2[CH:18]=[C:17]3[C:11]([CH2:12][CH2:13][N:14]([C:19]([O:21][C:22]([CH3:25])([CH3:24])[CH3:23])=[O:20])[CH2:15][CH2:16]3)=[N:10]2)=[CH:5][CH:4]=1)#N.[OH-:26].[Na+].Cl.C(OCC)(=O)C.[OH2:35]. Product: [CH3:24][C:22]([O:21][C:19]([N:14]1[CH2:15][CH2:16][C:17]2=[CH:18][N:9]([C:6]3[CH:5]=[CH:4][C:3]([C:1]([OH:35])=[O:26])=[CH:8][CH:7]=3)[N:10]=[C:11]2[CH2:12][CH2:13]1)=[O:20])([CH3:23])[CH3:25]. The catalyst class is: 8. (4) Reactant: [CH3:1][O:2][C:3]1[CH:46]=[CH:45][C:6]([CH2:7][N:8]([CH2:36][C:37]2[CH:42]=[CH:41][C:40]([O:43][CH3:44])=[CH:39][CH:38]=2)[C:9]2[CH:14]=[C:13]([CH:15]([CH:21]([C:23]3[N:24]=[CH:25][N:26]4[C:35]5[C:30](=[CH:31][CH:32]=[CH:33][CH:34]=5)[CH2:29][CH2:28][C:27]=34)[OH:22])[C:16]([O:18][CH2:19][CH3:20])=[O:17])[CH:12]=[CH:11][N:10]=2)=[CH:5][CH:4]=1.N1C=CN=C1.[Si:52](Cl)([C:55]([CH3:58])([CH3:57])[CH3:56])([CH3:54])[CH3:53].O. Product: [CH3:1][O:2][C:3]1[CH:4]=[CH:5][C:6]([CH2:7][N:8]([CH2:36][C:37]2[CH:38]=[CH:39][C:40]([O:43][CH3:44])=[CH:41][CH:42]=2)[C:9]2[CH:14]=[C:13]([CH:15]([CH:21]([O:22][Si:52]([C:55]([CH3:58])([CH3:57])[CH3:56])([CH3:54])[CH3:53])[C:23]3[N:24]=[CH:25][N:26]4[C:35]5[C:30](=[CH:31][CH:32]=[CH:33][CH:34]=5)[CH2:29][CH2:28][C:27]=34)[C:16]([O:18][CH2:19][CH3:20])=[O:17])[CH:12]=[CH:11][N:10]=2)=[CH:45][CH:46]=1. The catalyst class is: 22. (5) Reactant: [CH3:1][C:2]1[C:3]([CH:17]=[O:18])=[CH:4][N:5]([C:7]2[CH:12]=[CH:11][CH:10]=[C:9]([C:13]([F:16])([F:15])[F:14])[CH:8]=2)[CH:6]=1.[CH:19]1([Mg]Br)[CH2:24][CH2:23][CH2:22][CH2:21][CH2:20]1.O1CCCC1.[Cl-].[NH4+]. Product: [CH:19]1([CH:17]([C:3]2[C:2]([CH3:1])=[CH:6][N:5]([C:7]3[CH:12]=[CH:11][CH:10]=[C:9]([C:13]([F:16])([F:14])[F:15])[CH:8]=3)[CH:4]=2)[OH:18])[CH2:24][CH2:23][CH2:22][CH2:21][CH2:20]1. The catalyst class is: 7. (6) Reactant: Cl[C:2]1[S:3][C:4]2[CH:10]=[CH:9][C:8]([Br:11])=[CH:7][C:5]=2[N:6]=1.Cl.Cl.[NH:14]1[CH2:18][CH2:17][C@@H:16]([N:19]2[CH2:24][CH2:23][CH2:22][CH2:21][CH2:20]2)[CH2:15]1.C(=O)([O-])[O-].[K+].[K+].O. Product: [Br:11][C:8]1[CH:9]=[CH:10][C:4]2[S:3][C:2]([N:14]3[CH2:18][CH2:17][C@@H:16]([N:19]4[CH2:20][CH2:21][CH2:22][CH2:23][CH2:24]4)[CH2:15]3)=[N:6][C:5]=2[CH:7]=1. The catalyst class is: 9. (7) Reactant: [F:1][C:2]([F:7])([F:6])[C:3]([OH:5])=[O:4].[F:8][C:9]([F:14])([F:13])[C:10]([OH:12])=[O:11].FC(F)(F)C(O)=O.[N:22]1([CH2:26][C:27]2[CH:28]=[C:29]([CH:49]=[CH:50][CH:51]=2)[CH2:30][N:31]2[C:35]3[CH:36]=[CH:37][C:38]4[N:39]([C:40]([CH3:43])=[N:41][N:42]=4)[C:34]=3[CH:33]=[C:32]2[C:44]2[CH:48]=[CH:47][NH:46][N:45]=2)[CH2:25][CH2:24][CH2:23]1.[C:52](#[N:55])[CH:53]=[CH2:54].N12CCCN=C1CCCCC2. Product: [F:1][C:2]([F:7])([F:6])[C:3]([OH:5])=[O:4].[F:8][C:9]([F:14])([F:13])[C:10]([OH:12])=[O:11].[N:22]1([CH2:26][C:27]2[CH:28]=[C:29]([CH:49]=[CH:50][CH:51]=2)[CH2:30][N:31]2[C:35]3[CH:36]=[CH:37][C:38]4[N:39]([C:40]([CH3:43])=[N:41][N:42]=4)[C:34]=3[CH:33]=[C:32]2[C:44]2[CH:48]=[CH:47][N:46]([CH2:54][CH2:53][C:52]#[N:55])[N:45]=2)[CH2:23][CH2:24][CH2:25]1. The catalyst class is: 23.